From a dataset of Full USPTO retrosynthesis dataset with 1.9M reactions from patents (1976-2016). Predict the reactants needed to synthesize the given product. The reactants are: C(OC([N:8]1[C:16]2[C:11](=[C:12]([C:18]#[C:19][C:20]([C:22]3[N:23](C(OC(C)(C)C)=O)[CH:24]=[CH:25][CH:26]=3)=[O:21])[C:13]([F:17])=[CH:14][CH:15]=2)[CH:10]=[C:9]1[O:34]C(OC(C)(C)C)=O)=O)(C)(C)C.[I-:42].[Na+].C(O)(C(F)(F)F)=O.C(=O)(O)[O-].[Na+]. Given the product [F:17][C:13]1[C:12](/[C:18](/[I:42])=[CH:19]/[C:20](=[O:21])[C:22]2[NH:23][CH:24]=[CH:25][CH:26]=2)=[C:11]2[C:16](=[CH:15][CH:14]=1)[NH:8][C:9](=[O:34])[CH2:10]2, predict the reactants needed to synthesize it.